Dataset: Catalyst prediction with 721,799 reactions and 888 catalyst types from USPTO. Task: Predict which catalyst facilitates the given reaction. Reactant: [NH2:1][C:2]1[N:10]=[CH:9][N:8]=[C:7]2[C:3]=1[N:4]=[CH:5][N:6]2[C@H:11]1[C@@H:15]2[O:16][C:17]([CH3:20])([CH3:19])[O:18][C@@H:14]2[C@@H:13]([CH2:21][N:22]([CH3:39])[CH:23]2[CH2:26][CH:25]([CH2:27][CH2:28][C:29]([O:31]CC3C=CC=CC=3)=[O:30])[CH2:24]2)[O:12]1. Product: [NH2:1][C:2]1[N:10]=[CH:9][N:8]=[C:7]2[C:3]=1[N:4]=[CH:5][N:6]2[C@H:11]1[C@@H:15]2[O:16][C:17]([CH3:20])([CH3:19])[O:18][C@@H:14]2[C@@H:13]([CH2:21][N:22]([CH3:39])[CH:23]2[CH2:26][CH:25]([CH2:27][CH2:28][C:29]([OH:31])=[O:30])[CH2:24]2)[O:12]1. The catalyst class is: 29.